Dataset: Reaction yield outcomes from USPTO patents with 853,638 reactions. Task: Predict the reaction yield, written as a fraction of the theoretical maximum amount of product (1.0 means a 100% yield; for example, 0.34 means a 34% yield). (1) The reactants are [CH:1]([C:3]1[C:4]([CH3:20])=[C:5]([O:10][CH2:11][C:12]2[CH:13]=[C:14]([CH:17]=[CH:18][CH:19]=2)[C:15]#[N:16])[C:6]([CH3:9])=[N:7][CH:8]=1)=O.[NH2:21][C:22]1[CH:29]=[CH:28][C:25]([C:26]#[N:27])=[CH:24][CH:23]=1. No catalyst specified. The product is [C:15]([C:14]1[CH:13]=[C:12]([CH:19]=[CH:18][CH:17]=1)[CH2:11][O:10][C:5]1[C:4]([CH3:20])=[C:3]([CH2:1][NH:21][C:22]2[CH:29]=[CH:28][C:25]([C:26]#[N:27])=[CH:24][CH:23]=2)[CH:8]=[N:7][C:6]=1[CH3:9])#[N:16]. The yield is 0.680. (2) The reactants are [CH2:1]([NH:8][CH2:9][C:10]1[NH:11][CH:12]=[C:13]([C:15]2[CH:20]=[CH:19][C:18]([C:21]3[CH:26]=[CH:25][CH:24]=[CH:23][CH:22]=3)=[CH:17][CH:16]=2)[N:14]=1)[C:2]1[CH:7]=[CH:6][CH:5]=[CH:4][CH:3]=1.C(=O)([O-])[O-].[K+].[K+].[Br-].[CH3:34][CH2:35][CH2:36][CH2:37][CH2:38][CH3:39].O. The catalyst is CN(C)C=O. The product is [CH2:1]([N:8]([CH2:9][C:10]1[NH:11][CH:12]=[C:13]([C:15]2[CH:16]=[CH:17][C:18]([C:21]3[CH:26]=[CH:25][CH:24]=[CH:23][CH:22]=3)=[CH:19][CH:20]=2)[N:14]=1)[CH2:34][CH2:35][CH2:36][CH2:37][CH2:38][CH3:39])[C:2]1[CH:3]=[CH:4][CH:5]=[CH:6][CH:7]=1. The yield is 0.130. (3) The reactants are [Cl:1][C:2]1[C:3]([O:12][C:13]2[CH:14]=[C:15]([CH:23]=[CH:24][C:25]=2[CH2:26][CH2:27][CH2:28][O:29][C:30]([NH:32][CH2:33][CH:34]2[CH2:36][CH2:35]2)=[O:31])[O:16][CH2:17][C:18]([O:20]CC)=[O:19])=[N:4][CH:5]=[C:6]([C:8]([F:11])([F:10])[F:9])[CH:7]=1.[OH-].[Na+].Cl. The catalyst is O1CCCC1.C(O)C.C1(C)C=CC=CC=1. The product is [Cl:1][C:2]1[C:3]([O:12][C:13]2[CH:14]=[C:15]([CH:23]=[CH:24][C:25]=2[CH2:26][CH2:27][CH2:28][O:29][C:30]([NH:32][CH2:33][CH:34]2[CH2:36][CH2:35]2)=[O:31])[O:16][CH2:17][C:18]([OH:20])=[O:19])=[N:4][CH:5]=[C:6]([C:8]([F:11])([F:9])[F:10])[CH:7]=1. The yield is 1.00. (4) The reactants are Cl[CH2:2][CH2:3][CH2:4][S:5]([N:8]1[CH2:13][CH2:12][CH:11]([C:14]2[C:22]3[C:17](=[C:18]([C:29]([NH2:31])=[O:30])[CH:19]=[C:20]([C:23]4[CH:28]=[CH:27][CH:26]=[CH:25][CH:24]=4)[CH:21]=3)[NH:16][N:15]=2)[CH2:10][CH2:9]1)(=[O:7])=[O:6].C([O-])([O-])=O.[K+].[K+].[NH:38]1[CH2:43][CH2:42][NH:41][CH2:40][CH:39]1[CH2:44][CH2:45][OH:46].[I-].[Na+]. The catalyst is C(#N)C. The product is [OH:46][CH2:45][CH2:44][CH:39]1[NH:38][CH2:43][CH2:42][N:41]([CH2:2][CH2:3][CH2:4][S:5]([N:8]2[CH2:13][CH2:12][CH:11]([C:14]3[C:22]4[C:17](=[C:18]([C:29]([NH2:31])=[O:30])[CH:19]=[C:20]([C:23]5[CH:28]=[CH:27][CH:26]=[CH:25][CH:24]=5)[CH:21]=4)[NH:16][N:15]=3)[CH2:10][CH2:9]2)(=[O:7])=[O:6])[CH2:40]1. The yield is 0.300.